Dataset: Catalyst prediction with 721,799 reactions and 888 catalyst types from USPTO. Task: Predict which catalyst facilitates the given reaction. (1) Reactant: Cl.[NH2:2][C@H:3]([CH2:23][C:24]1[CH:29]=[C:28]([F:30])[C:27]([F:31])=[CH:26][C:25]=1[F:32])[CH2:4][C:5]([N:7]1[CH2:12][CH2:11][N:10]2[C:13]([C:19]([F:22])([F:21])[F:20])=[N:14][C:15]([C:16]([OH:18])=[O:17])=[C:9]2[CH2:8]1)=[O:6].[OH-].[Na+]. Product: [NH2:2][C@H:3]([CH2:23][C:24]1[CH:29]=[C:28]([F:30])[C:27]([F:31])=[CH:26][C:25]=1[F:32])[CH2:4][C:5]([N:7]1[CH2:12][CH2:11][N:10]2[C:13]([C:19]([F:22])([F:20])[F:21])=[N:14][C:15]([C:16]([OH:18])=[O:17])=[C:9]2[CH2:8]1)=[O:6]. The catalyst class is: 5. (2) Reactant: [NH2:1][C:2]1[N:7]=[CH:6][N:5]=[C:4]2[N:8]([CH:12]([C:14]3[O:15][C:16](=[O:30])[C:17]4[C:22]([C:23]=3[C:24]3[CH:29]=[CH:28][CH:27]=[CH:26][CH:25]=3)=[CH:21][CH:20]=[CH:19][CH:18]=4)[CH3:13])[N:9]=[C:10](I)[C:3]=12.C([Sn](CCCC)(CCCC)[C:36]1[CH:41]=[N:40][CH:39]=[CH:38][N:37]=1)CCC.[Li+].[Cl-]. Product: [NH2:1][C:2]1[N:7]=[CH:6][N:5]=[C:4]2[N:8]([CH:12]([C:14]3[O:15][C:16](=[O:30])[C:17]4[C:22]([C:23]=3[C:24]3[CH:29]=[CH:28][CH:27]=[CH:26][CH:25]=3)=[CH:21][CH:20]=[CH:19][CH:18]=4)[CH3:13])[N:9]=[C:10]([C:36]3[CH:41]=[N:40][CH:39]=[CH:38][N:37]=3)[C:3]=12. The catalyst class is: 77. (3) Reactant: Cl.[CH:2]1([S:5]([C:8]2[CH:13]=[CH:12][CH:11]=[CH:10][C:9]=2[CH2:14][NH2:15])(=[O:7])=[O:6])[CH2:4][CH2:3]1.CCN(C(C)C)C(C)C.[F:25][C:26]([F:37])([F:36])[C:27](O[C:27](=[O:28])[C:26]([F:37])([F:36])[F:25])=[O:28]. Product: [CH:2]1([S:5]([C:8]2[CH:13]=[CH:12][CH:11]=[CH:10][C:9]=2[CH2:14][NH:15][C:27](=[O:28])[C:26]([F:37])([F:36])[F:25])(=[O:7])=[O:6])[CH2:4][CH2:3]1. The catalyst class is: 2. (4) Reactant: [CH2:1]([C@:3]12[CH2:17][CH2:16][C:11]3([O:15][CH2:14][CH2:13][O:12]3)[CH2:10][C@H:9]1[CH2:8][CH2:7][O:6][C:5]1[CH:18]=[C:19]([C:22]([O:24]C)=O)[CH:20]=[CH:21][C:4]2=1)[CH3:2].[CH2:26]([C@@:28]12[CH2:42][CH2:41][C:36]3([O:40][CH2:39][CH2:38][O:37]3)[CH2:35][C@@H:34]1[CH2:33][CH2:32][O:31][C:30]1[CH:43]=[C:44]([C:47]([O:49]C)=O)[CH:45]=[CH:46][C:29]2=1)[CH3:27].[CH3:51][C:52]1[C:57]([NH2:58])=[CH:56][CH:55]=[CH:54][N:53]=1.[Li+].C[Si]([N-][Si](C)(C)C)(C)C.C([O-])(O)=O.[Na+]. Product: [CH2:1]([C@:3]12[CH2:17][CH2:16][C:11]3([O:12][CH2:13][CH2:14][O:15]3)[CH2:10][C@H:9]1[CH2:8][CH2:7][O:6][C:5]1[CH:18]=[C:19]([C:22]([NH:58][C:57]3[C:52]([CH3:51])=[N:53][CH:54]=[CH:55][CH:56]=3)=[O:24])[CH:20]=[CH:21][C:4]2=1)[CH3:2].[CH2:26]([C@@:28]12[CH2:42][CH2:41][C:36]3([O:37][CH2:38][CH2:39][O:40]3)[CH2:35][C@@H:34]1[CH2:33][CH2:32][O:31][C:30]1[CH:43]=[C:44]([C:47]([NH:58][C:57]3[C:52]([CH3:51])=[N:53][CH:54]=[CH:55][CH:56]=3)=[O:49])[CH:45]=[CH:46][C:29]2=1)[CH3:27]. The catalyst class is: 226. (5) Reactant: [OH-].[Na+].C([O:5][C:6](=[O:33])[C:7]1[CH:12]=[CH:11][CH:10]=[CH:9][C:8]=1[O:13][CH2:14][CH2:15][CH2:16][N:17]([CH2:25][CH2:26][C:27]1[CH:28]=[N:29][CH:30]=[CH:31][CH:32]=1)[CH2:18][C:19]1[CH:24]=[CH:23][N:22]=[CH:21][CH:20]=1)C.Cl. Product: [N:29]1[CH:30]=[CH:31][CH:32]=[C:27]([CH2:26][CH2:25][N:17]([CH2:16][CH2:15][CH2:14][O:13][C:8]2[CH:9]=[CH:10][CH:11]=[CH:12][C:7]=2[C:6]([OH:33])=[O:5])[CH2:18][C:19]2[CH:24]=[CH:23][N:22]=[CH:21][CH:20]=2)[CH:28]=1. The catalyst class is: 5. (6) Reactant: [C@@H:1]1([C:7]([OH:9])=[O:8])[CH2:6][CH2:5][CH:4]=[CH:3][CH2:2]1.C(Cl)(Cl)Cl.C[Si]([Br:18])(C)C.C1C=C(NS(C2C=CC(N/N=C3/C=CC(C(C(O)=O)=C/3)=O)=CC=2)(=O)=O)N=CC=1. Product: [Br:18][C@@H:4]1[C@H:5]2[CH2:6][C@H:1]([C:7](=[O:9])[O:8]2)[CH2:2][CH2:3]1. The catalyst class is: 16. (7) Reactant: [NH2:1][C:2]1[N:7]=[C:6]([C:8]2[CH:15]=[CH:14][C:11]([C:12]#[N:13])=[C:10](F)[CH:9]=2)[CH:5]=[C:4]([N:17]2[CH2:21][CH2:20][CH2:19][C@H:18]2[CH2:22][CH3:23])[N:3]=1.O.[NH2:25][NH2:26].CCOC(C)=O. Product: [NH2:1][C:2]1[N:7]=[C:6]([C:8]2[CH:9]=[C:10]3[C:11]([C:12]([NH2:13])=[N:25][NH:26]3)=[CH:14][CH:15]=2)[CH:5]=[C:4]([N:17]2[CH2:21][CH2:20][CH2:19][C@H:18]2[CH2:22][CH3:23])[N:3]=1. The catalyst class is: 8. (8) Reactant: [F:1][C:2]1[CH:10]=[CH:9][CH:8]=[C:7]([I:11])[C:3]=1[C:4]([OH:6])=[O:5].O[Li].O.S(OC)(O[CH3:19])(=O)=O. Product: [CH3:19][O:5][C:4](=[O:6])[C:3]1[C:7]([I:11])=[CH:8][CH:9]=[CH:10][C:2]=1[F:1]. The catalyst class is: 1.